This data is from Catalyst prediction with 721,799 reactions and 888 catalyst types from USPTO. The task is: Predict which catalyst facilitates the given reaction. (1) Reactant: [H-].[Na+].[F:3][CH:4]([F:20])[C:5]1[CH:19]=[C:8]2[C:9]([C:15](=[O:18])CC)=[CH:10][CH:11]=[C:12]([O:13][CH3:14])[N:7]2[N:6]=1.[Cl-].[NH4+].[C:23](=O)(OC)[O:24]C. Product: [CH3:23][O:24][C:15]([C:9]1[C:8]2[N:7]([N:6]=[C:5]([CH:4]([F:3])[F:20])[CH:19]=2)[C:12]([O:13][CH3:14])=[CH:11][CH:10]=1)=[O:18]. The catalyst class is: 5. (2) Reactant: [NH2:1][CH2:2][CH2:3][C:4]1[C:8]2=[N:9][C:10]([O:13][CH3:14])=[CH:11][CH:12]=[C:7]2[NH:6][C:5]=1[C:15]([OH:17])=O.[CH:18]([N:21](C(C)C)CC)(C)C.[C:27]([O:30]C(=O)C)(=O)[CH3:28].[OH-].[Na+].Cl. Product: [C:27]([NH:1][CH2:2][CH2:3][C:4]1[C:8]2=[N:9][C:10]([O:13][CH3:14])=[CH:11][CH:12]=[C:7]2[NH:6][C:5]=1[C:15]([NH:21][CH3:18])=[O:17])(=[O:30])[CH3:28]. The catalyst class is: 469. (3) Reactant: [Cl:1][C:2]1[CH:7]=[CH:6][C:5]([NH:8][C:9]([NH:11][C:12]2[CH:17]=[CH:16][CH:15]=[CH:14][C:13]=2[Br:18])=S)=[C:4]([O:19][Si:20]([C:23]([CH3:26])([CH3:25])[CH3:24])([CH3:22])[CH3:21])[C:3]=1[S:27]([N:30]([CH3:32])[CH3:31])(=[O:29])=[O:28].CS(Cl)(=O)=O.C(N(CC)CC)C. Product: [Cl:1][C:2]1[CH:7]=[CH:6][C:5]([N:8]=[C:9]=[N:11][C:12]2[CH:17]=[CH:16][CH:15]=[CH:14][C:13]=2[Br:18])=[C:4]([O:19][Si:20]([C:23]([CH3:26])([CH3:25])[CH3:24])([CH3:21])[CH3:22])[C:3]=1[S:27]([N:30]([CH3:32])[CH3:31])(=[O:28])=[O:29]. The catalyst class is: 112. (4) Reactant: C1(C(=NC2N=C(CC(O)=O)C=CC=2)C2C=CC=CC=2)C=CC=CC=1.[NH2:25][C:26]1[N:31]=[C:30]([CH2:32][C:33]([O:35][CH3:36])=[O:34])[CH:29]=[CH:28][CH:27]=1.Cl. Product: [NH2:25][C:26]1[N:31]=[C:30]([CH2:32][C:33]([O:35][CH3:36])=[O:34])[CH:29]=[CH:28][CH:27]=1. The catalyst class is: 20. (5) Reactant: [O:1]=[C:2]1[NH:14][C@@:5]2([C:13]3[C:8](=[CH:9][CH:10]=[CH:11][CH:12]=3)[CH2:7][CH2:6]2)[C:4](=[O:15])[N:3]1[CH2:16][C:17]([O:19]C(C)(C)C)=[O:18].C(O)(C(F)(F)F)=O. Product: [O:1]=[C:2]1[NH:14][C@@:5]2([C:13]3[C:8](=[CH:9][CH:10]=[CH:11][CH:12]=3)[CH2:7][CH2:6]2)[C:4](=[O:15])[N:3]1[CH2:16][C:17]([OH:19])=[O:18]. The catalyst class is: 2. (6) Reactant: Br[C:2]1(Br)[CH2:4][C:3]1(Br)[CH2:5][CH2:6][CH2:7][CH2:8][CH2:9][CH2:10][CH2:11][OH:12].C[Li]. Product: [OH:12][CH2:11][CH2:10][CH2:9][CH2:8][CH2:7][CH2:6][CH2:5][C:3]1[CH2:4][CH:2]=1. The catalyst class is: 28.